Dataset: Reaction yield outcomes from USPTO patents with 853,638 reactions. Task: Predict the reaction yield, written as a fraction of the theoretical maximum amount of product (1.0 means a 100% yield; for example, 0.34 means a 34% yield). (1) The reactants are [C:1]([C:3]1[NH:7][C:6]([C:8]2[CH:13]=[CH:12][C:11]([NH:14][S:15]([CH2:18][CH3:19])(=[O:17])=[O:16])=[CH:10][CH:9]=2)=[CH:5][CH:4]=1)#[N:2].CC(C)([O-])C.[K+].I[CH2:27][CH2:28][CH2:29][C:30]1[CH:35]=[CH:34][CH:33]=[CH:32][CH:31]=1. No catalyst specified. The product is [C:1]([C:3]1[N:7]([CH2:27][CH2:28][CH2:29][C:30]2[CH:35]=[CH:34][CH:33]=[CH:32][CH:31]=2)[C:6]([C:8]2[CH:9]=[CH:10][C:11]([NH:14][S:15]([CH2:18][CH3:19])(=[O:17])=[O:16])=[CH:12][CH:13]=2)=[CH:5][CH:4]=1)#[N:2]. The yield is 0.100. (2) The reactants are Br[C:2]1[CH:3]=[CH:4][C:5]([C:8]([OH:10])=[O:9])=[N:6][CH:7]=1.C([O-])([O-])=O.[Cs+].[Cs+].[C:17]1(B2OC(C)(C)C(C)(C)O2)[CH2:21][CH2:20][CH2:19][CH:18]=1. The catalyst is CN(C=O)C.O.C(Cl)Cl.[Pd](Cl)Cl.C1(P(C2C=CC=CC=2)[C-]2C=CC=C2)C=CC=CC=1.[C-]1(P(C2C=CC=CC=2)C2C=CC=CC=2)C=CC=C1.[Fe+2]. The product is [C:17]1([C:2]2[CH:3]=[CH:4][C:5]([C:8]([OH:10])=[O:9])=[N:6][CH:7]=2)[CH2:21][CH2:20][CH2:19][CH:18]=1. The yield is 0.310. (3) The product is [NH2:47][C:44]1[S:45][CH:46]=[C:42](/[C:12](=[N:11]/[O:10][C:7]([CH3:9])([CH3:8])[C:6]([OH:55])=[O:5])/[C:13]([NH:15][C@@H:16]2[C:17](=[O:41])[N:18]([S:37]([OH:40])(=[O:39])=[O:38])[C@@H:19]2[CH2:20][N:21]2[CH2:25][C@@H:24]([CH2:26][OH:27])[O:23][C:22]2=[O:36])=[O:14])[N:43]=1. The reactants are C([O:5][C:6](=[O:55])[C:7]([O:10]/[N:11]=[C:12](/[C:42]1[N:43]=[C:44]([NH:47]C(OC(C)(C)C)=O)[S:45][CH:46]=1)\[C:13]([NH:15][C@H:16]1[C@@H:19]([CH2:20][N:21]2[CH2:25][C@@H:24]([CH2:26][O:27]COCC[Si](C)(C)C)[O:23][C:22]2=[O:36])[N:18]([S:37]([OH:40])(=[O:39])=[O:38])[C:17]1=[O:41])=[O:14])([CH3:9])[CH3:8])(C)(C)C.C(O)(C(F)(F)F)=O. The catalyst is C(Cl)Cl. The yield is 0.300. (4) The reactants are Br[CH2:2][CH2:3][CH2:4][CH2:5][CH2:6][CH2:7][CH2:8][CH2:9][C:10]([NH:12][C:13]1[C:14]([S:22][CH3:23])=[N:15][C:16]([CH3:21])=[CH:17][C:18]=1[S:19][CH3:20])=[O:11].[CH3:24][O:25][C:26]([C:28]1[C:36]2[O:35][C:34]([SH:37])=[N:33][C:32]=2[CH:31]=[CH:30][CH:29]=1)=[O:27].C1OCCOCCOCCOCCOCCOC1.C(=O)([O-])[O-].[K+].[K+]. The catalyst is O.CN(C=O)C. The product is [CH3:24][O:25][C:26]([C:28]1[C:36]2[O:35][C:34]([S:37][CH2:2][CH2:3][CH2:4][CH2:5][CH2:6][CH2:7][CH2:8][CH2:9][C:10]([NH:12][C:13]3[C:14]([S:22][CH3:23])=[N:15][C:16]([CH3:21])=[CH:17][C:18]=3[S:19][CH3:20])=[O:11])=[N:33][C:32]=2[CH:31]=[CH:30][CH:29]=1)=[O:27]. The yield is 0.720.